This data is from Full USPTO retrosynthesis dataset with 1.9M reactions from patents (1976-2016). The task is: Predict the reactants needed to synthesize the given product. (1) Given the product [Cl:1][C:2]1[NH:3][C:4](=[O:13])[NH:5][C:6](=[O:11])[C:7]=1[CH:8]([CH3:10])[CH3:9], predict the reactants needed to synthesize it. The reactants are: [Cl:1][C:2]1[C:7]([CH:8]([CH3:10])[CH3:9])=[C:6]([O:11]C)[N:5]=[C:4]([O:13]C)[N:3]=1. (2) Given the product [CH3:43][C@@H:44]([NH:55][CH2:56][CH2:57][CH2:58][C:59]1[CH:60]=[CH:61][CH:62]=[C:63]([C:65]([F:66])([F:67])[F:68])[CH:64]=1)[C:45]1[CH:46]=[CH:47][CH:48]=[C:49]2[CH:54]=[CH:53][CH:52]=[CH:51][C:50]=12.[ClH:15], predict the reactants needed to synthesize it. The reactants are: FC(F)(F)C1C=C(CCC=O)C=CC=1.[ClH:15].C1([C@H](N)C)C2C(=CC=CC=2)C=CC=1.[BH-](OC(C)=O)(OC(C)=O)OC(C)=O.[Na+].[CH3:43][C@@H:44]([NH:55][CH2:56][CH2:57][CH2:58][C:59]1[CH:60]=[CH:61][CH:62]=[C:63]([C:65]([F:68])([F:67])[F:66])[CH:64]=1)[C:45]1[CH:46]=[CH:47][CH:48]=[C:49]2[CH:54]=[CH:53][CH:52]=[CH:51][C:50]=12. (3) Given the product [CH2:14]([CH:16]([CH2:19][CH2:20][CH2:21][CH3:22])[CH2:17][N:18]1[C:2]([CH3:1])=[CH:7][C:6](=[C:8]([C:11]#[N:12])[C:9]#[N:10])[CH:5]=[C:4]1[CH3:13])[CH3:15], predict the reactants needed to synthesize it. The reactants are: [CH3:1][C:2]1O[C:4]([CH3:13])=[CH:5][C:6](=[C:8]([C:11]#[N:12])[C:9]#[N:10])[CH:7]=1.[CH2:14]([CH:16]([CH2:19][CH2:20][CH2:21][CH3:22])[CH2:17][NH2:18])[CH3:15]. (4) The reactants are: [CH3:1][N:2]1[CH2:7][CH2:6][N:5]([C:8]2[N:13]=[C:12]([O:14][C:15]3[CH:20]=[CH:19][CH:18]=[CH:17][CH:16]=3)[C:11]([S:21][C:22]3[CH:23]=[C:24]([NH:28]C(=O)C)[CH:25]=[CH:26][CH:27]=3)=[CH:10][N:9]=2)[CH2:4][CH2:3]1.B(F)(F)F.CO.CCN(CC)CC. Given the product [CH3:1][N:2]1[CH2:7][CH2:6][N:5]([C:8]2[N:13]=[C:12]([O:14][C:15]3[CH:16]=[CH:17][CH:18]=[CH:19][CH:20]=3)[C:11]([S:21][C:22]3[CH:23]=[C:24]([CH:25]=[CH:26][CH:27]=3)[NH2:28])=[CH:10][N:9]=2)[CH2:4][CH2:3]1, predict the reactants needed to synthesize it. (5) Given the product [CH2:1]([N:8]([CH2:9][C:10]1[CH:15]=[CH:14][C:13]([CH2:16][Cl:17])=[CH:12][CH:11]=1)[CH2:19][CH3:20])[C:2]1[CH:3]=[CH:4][CH:5]=[CH:6][CH:7]=1, predict the reactants needed to synthesize it. The reactants are: [CH2:1]([N:8]([CH2:19][CH3:20])[C:9](=O)[C:10]1[CH:15]=[CH:14][C:13]([CH2:16][Cl:17])=[CH:12][CH:11]=1)[C:2]1[CH:7]=[CH:6][CH:5]=[CH:4][CH:3]=1.[H-].[H-].[H-].[H-].[Li+].[Al+3]. (6) Given the product [F:1][C:2]1[CH:7]=[CH:6][CH:5]=[CH:4][C:3]=1[N:8]1[C:12]([C:13]2[CH:14]=[CH:15][N:16]=[CH:17][CH:18]=2)=[C:11]([C:19]2[O:23][N:22]=[C:21]([C:24]3[CH:25]=[CH:26][C:27]([CH2:28][NH:32][C@H:33]4[CH2:38][CH2:37][C@H:36]([C:39]([OH:41])=[O:40])[CH2:35][CH2:34]4)=[CH:30][CH:31]=3)[N:20]=2)[N:10]=[N:9]1, predict the reactants needed to synthesize it. The reactants are: [F:1][C:2]1[CH:7]=[CH:6][CH:5]=[CH:4][C:3]=1[N:8]1[C:12]([C:13]2[CH:18]=[CH:17][N:16]=[CH:15][CH:14]=2)=[C:11]([C:19]2[O:23][N:22]=[C:21]([C:24]3[CH:31]=[CH:30][C:27]([CH:28]=O)=[CH:26][CH:25]=3)[N:20]=2)[N:10]=[N:9]1.[NH2:32][CH:33]1[CH2:38][CH2:37][CH:36]([C:39]([OH:41])=[O:40])[CH2:35][CH2:34]1. (7) Given the product [C:1]([C:3]1[CH:4]=[CH:5][C:6]([CH2:9][N:12]2[C:13](=[O:20])[C:14]3[C:19](=[CH:18][CH:17]=[CH:16][CH:15]=3)[C:11]2=[O:21])=[CH:7][CH:8]=1)#[CH:2], predict the reactants needed to synthesize it. The reactants are: [C:1]([C:3]1[CH:8]=[CH:7][C:6]([CH2:9]O)=[CH:5][CH:4]=1)#[CH:2].[C:11]1(=[O:21])[C:19]2[C:14](=[CH:15][CH:16]=[CH:17][CH:18]=2)[C:13](=[O:20])[NH:12]1.C1(P(C2C=CC=CC=2)C2C=CC=CC=2)C=CC=CC=1.N(/C(OC(C)(C)C)=O)=N\C(OC(C)(C)C)=O.